This data is from Blood-brain barrier penetration binary classification data from Martins et al.. The task is: Regression/Classification. Given a drug SMILES string, predict its absorption, distribution, metabolism, or excretion properties. Task type varies by dataset: regression for continuous measurements (e.g., permeability, clearance, half-life) or binary classification for categorical outcomes (e.g., BBB penetration, CYP inhibition). Dataset: bbb_martins. The drug is CCCC(CCC)C(=O)OCOC(=O)C(C)(C)C. The result is 1 (penetrates BBB).